Dataset: Reaction yield outcomes from USPTO patents with 853,638 reactions. Task: Predict the reaction yield, written as a fraction of the theoretical maximum amount of product (1.0 means a 100% yield; for example, 0.34 means a 34% yield). (1) The reactants are Br[C:2]1[CH:7]=[CH:6][C:5]([CH:8]2[CH2:12][CH2:11][CH:10]([C:13]3[CH:18]=[CH:17][C:16](Br)=[CH:15][CH:14]=3)[N:9]2[C:20]2[CH:25]=[CH:24][C:23]([C:26]([CH3:29])([CH3:28])[CH3:27])=[CH:22][CH:21]=2)=[CH:4][CH:3]=1.[CH2:30]1[CH2:34]OCC1.[CH3:35][Si:36]([C:39]#[CH:40])([CH3:38])[CH3:37].[Al]. The catalyst is CCOCC.Cl[Pd](Cl)([P](C1C=CC=CC=1)(C1C=CC=CC=1)C1C=CC=CC=1)[P](C1C=CC=CC=1)(C1C=CC=CC=1)C1C=CC=CC=1.[Cu]I.C(N(CC)CC)C. The product is [C:26]([C:23]1[CH:22]=[CH:21][C:20]([N:9]2[CH:10]([C:13]3[CH:18]=[CH:17][C:16]([C:40]#[C:39][Si:36]([CH3:38])([CH3:37])[CH3:35])=[CH:15][CH:14]=3)[CH2:11][CH2:12][CH:8]2[C:5]2[CH:6]=[CH:7][C:2]([C:34]#[C:30][Si:36]([CH3:38])([CH3:37])[CH3:35])=[CH:3][CH:4]=2)=[CH:25][CH:24]=1)([CH3:29])([CH3:28])[CH3:27]. The yield is 0.890. (2) The reactants are Br[C:2]1[CH:7]=[C:6]([O:8][CH:9]([CH3:11])[CH3:10])[CH:5]=[C:4]([C:12]([CH3:15])([CH3:14])[CH3:13])[CH:3]=1.C([Li])CCC.CN([CH:24]=[O:25])C. The catalyst is C1COCC1. The product is [C:12]([C:4]1[CH:3]=[C:2]([CH:7]=[C:6]([O:8][CH:9]([CH3:11])[CH3:10])[CH:5]=1)[CH:24]=[O:25])([CH3:15])([CH3:14])[CH3:13]. The yield is 0.830. (3) The reactants are C[SiH](C)C.[C:5]1([N:11]=[N+:12]=[N-:13])[CH:10]=[CH:9][CH:8]=[CH:7][CH:6]=1.CN(C)CCN(C)[CH2:19][CH2:20]N(C)C.CCCC[N+](CCCC)(CCCC)CCCC.[F-].[CH2:44]1[CH2:48][O:47][CH2:46][CH2:45]1. The catalyst is [Cu]I. The product is [O:47]1[CH:48]=[CH:44][CH:45]=[C:46]1[C:19]1[N:13]=[N:12][N:11]([C:5]2[CH:10]=[CH:9][CH:8]=[CH:7][CH:6]=2)[CH:20]=1. The yield is 0.622. (4) The reactants are [CH2:1]([N:4]([CH2:15][CH:16]=[CH2:17])[S:5]([C:8]1[CH:9]=[N:10][CH:11]=[CH:12][C:13]=1Cl)(=[O:7])=[O:6])[CH:2]=[CH2:3].[I-].[Li+].[NH3:20]. No catalyst specified. The product is [CH2:1]([N:4]([CH2:15][CH:16]=[CH2:17])[S:5]([C:8]1[CH:9]=[N:10][CH:11]=[CH:12][C:13]=1[NH2:20])(=[O:7])=[O:6])[CH:2]=[CH2:3]. The yield is 0.590.